Dataset: Peptide-MHC class I binding affinity with 185,985 pairs from IEDB/IMGT. Task: Regression. Given a peptide amino acid sequence and an MHC pseudo amino acid sequence, predict their binding affinity value. This is MHC class I binding data. (1) The peptide sequence is WTALMFAAY. The MHC is HLA-B40:01 with pseudo-sequence HLA-B40:01. The binding affinity (normalized) is 0.0847. (2) The peptide sequence is FQILHDRFF. The MHC is HLA-B08:01 with pseudo-sequence HLA-B08:01. The binding affinity (normalized) is 0.0847. (3) The peptide sequence is RTMPLSRFT. The MHC is HLA-A26:02 with pseudo-sequence HLA-A26:02. The binding affinity (normalized) is 0.0847.